Task: Regression. Given two drug SMILES strings and cell line genomic features, predict the synergy score measuring deviation from expected non-interaction effect.. Dataset: NCI-60 drug combinations with 297,098 pairs across 59 cell lines Drug 1: C1CCC(CC1)NC(=O)N(CCCl)N=O. Drug 2: CCCS(=O)(=O)NC1=C(C(=C(C=C1)F)C(=O)C2=CNC3=C2C=C(C=N3)C4=CC=C(C=C4)Cl)F. Cell line: SK-MEL-5. Synergy scores: CSS=31.5, Synergy_ZIP=-0.447, Synergy_Bliss=6.85, Synergy_Loewe=-10.6, Synergy_HSA=5.93.